This data is from Full USPTO retrosynthesis dataset with 1.9M reactions from patents (1976-2016). The task is: Predict the reactants needed to synthesize the given product. (1) The reactants are: [O:1]=[C:2]1[CH:11]=[C:10]([C:12]([F:15])([F:14])[F:13])[C:9]2[C:4](=[CH:5][CH:6]=[C:7]([CH2:16][C:17]3[CH:22]=[CH:21][C:20]([S:23](Cl)(=[O:25])=[O:24])=[CH:19][CH:18]=3)[CH:8]=2)[NH:3]1.[CH:27]([NH2:30])([CH3:29])[CH3:28].CCOC(C)=O. Given the product [CH:27]([NH:30][S:23]([C:20]1[CH:21]=[CH:22][C:17]([CH2:16][C:7]2[CH:8]=[C:9]3[C:4](=[CH:5][CH:6]=2)[NH:3][C:2](=[O:1])[CH:11]=[C:10]3[C:12]([F:15])([F:14])[F:13])=[CH:18][CH:19]=1)(=[O:25])=[O:24])([CH3:29])[CH3:28], predict the reactants needed to synthesize it. (2) Given the product [N:1]([C:2]1[CH:3]=[C:4]2[C:8](=[CH:9][CH:10]=1)[N:7]([CH3:11])[CH:6]=[CH:5]2)=[C:12]=[S:13], predict the reactants needed to synthesize it. The reactants are: [NH2:1][C:2]1[CH:3]=[C:4]2[C:8](=[CH:9][CH:10]=1)[N:7]([CH3:11])[CH:6]=[CH:5]2.[C:12](C1NC=CN=1)(C1NC=CN=1)=[S:13]. (3) Given the product [CH3:20][NH:19][C:11]1[C:5]2[N:6]=[C:7]([CH2:9][NH2:10])[N:8]=[C:3]([NH:2][CH3:1])[C:4]=2[N:14]=[C:13]([NH:15][CH2:16][CH2:17][CH3:18])[N:12]=1, predict the reactants needed to synthesize it. The reactants are: [CH3:1][NH:2][C:3]1[C:4]2[N:14]=[C:13]([NH:15][CH2:16][CH2:17][CH3:18])[N:12]=[C:11]([NH:19][CH3:20])[C:5]=2[N:6]=[C:7]([C:9]#[N:10])[N:8]=1.